Dataset: Catalyst prediction with 721,799 reactions and 888 catalyst types from USPTO. Task: Predict which catalyst facilitates the given reaction. (1) Reactant: [CH:1]1([C:4]([N:6]2[CH2:10][CH2:9][CH:8]([CH2:11][NH:12][C:13]3[CH:18]=[CH:17][N:16]=[CH:15][C:14]=3[NH2:19])[CH2:7]2)=[O:5])[CH2:3][CH2:2]1.[NH:20]1[C:28]2[C:23](=[CH:24][C:25]([C:29]3[CH:36]=[CH:35][C:32]([CH:33]=O)=[CH:31][CH:30]=3)=[CH:26][CH:27]=2)[CH:22]=[N:21]1. Product: [CH:1]1([C:4]([N:6]2[CH2:10][CH2:9][CH:8]([CH2:11][N:12]3[C:13]4[CH:18]=[CH:17][N:16]=[CH:15][C:14]=4[N:19]=[C:33]3[C:32]3[CH:31]=[CH:30][C:29]([C:25]4[CH:24]=[C:23]5[C:28](=[CH:27][CH:26]=4)[NH:20][N:21]=[CH:22]5)=[CH:36][CH:35]=3)[CH2:7]2)=[O:5])[CH2:3][CH2:2]1. The catalyst class is: 51. (2) Reactant: [H-].[Na+].[Cl:3][C:4]1[C:5]2[C:12]([I:13])=[CH:11][NH:10][C:6]=2[N:7]=[CH:8][N:9]=1.[CH3:14][C:15]1[CH:40]=[CH:39][C:18]([C:19]([O:21][C@H:22]2[CH2:26][C@@H:25](Cl)[O:24][C@@H:23]2[CH2:28][O:29][C:30](=[O:38])[C:31]2[CH:36]=[CH:35][C:34]([CH3:37])=[CH:33][CH:32]=2)=[O:20])=[CH:17][CH:16]=1. Product: [CH3:14][C:15]1[CH:16]=[CH:17][C:18]([C:19]([O:21][C@H:22]2[CH2:26][C@H:25]([N:10]3[C:6]4[N:7]=[CH:8][N:9]=[C:4]([Cl:3])[C:5]=4[C:12]([I:13])=[CH:11]3)[O:24][C@@H:23]2[CH2:28][O:29][C:30](=[O:38])[C:31]2[CH:32]=[CH:33][C:34]([CH3:37])=[CH:35][CH:36]=2)=[O:20])=[CH:39][CH:40]=1. The catalyst class is: 10.